Task: Predict the product of the given reaction.. Dataset: Forward reaction prediction with 1.9M reactions from USPTO patents (1976-2016) (1) Given the reactants C(O[C:6]([N:8]1[CH2:13][CH2:12][CH:11]([C:14]2[C:23]3[C:18](=[CH:19][C:20]([O:24][CH2:25][CH2:26][CH2:27][N:28]4[CH2:32][CH2:31][CH2:30][C:29]4=[O:33])=[CH:21][CH:22]=3)[N:17]=[CH:16][N:15]=2)[CH2:10][CH2:9]1)=[O:7])(C)(C)C.C(O)(C(F)(F)F)=O.C(Cl)Cl.[N+](C1C=CC(OC(=O)[NH:55][C:56]2[CH:61]=[CH:60][C:59]([O:62][CH:63]([CH3:65])[CH3:64])=[CH:58][CH:57]=2)=CC=1)([O-])=O.CCN(C(C)C)C(C)C, predict the reaction product. The product is: [CH:63]([O:62][C:59]1[CH:60]=[CH:61][C:56]([NH:55][C:6]([N:8]2[CH2:13][CH2:12][CH:11]([C:14]3[C:23]4[C:18](=[CH:19][C:20]([O:24][CH2:25][CH2:26][CH2:27][N:28]5[CH2:32][CH2:31][CH2:30][C:29]5=[O:33])=[CH:21][CH:22]=4)[N:17]=[CH:16][N:15]=3)[CH2:10][CH2:9]2)=[O:7])=[CH:57][CH:58]=1)([CH3:65])[CH3:64]. (2) Given the reactants [CH3:1][C:2]1([CH3:37])[O:7][C:6]2[CH:8]=[CH:9][C:10]([CH:12]([OH:36])[CH2:13][NH:14][CH2:15][CH2:16][CH2:17][CH2:18][CH2:19][CH2:20][O:21][CH2:22][CH2:23][CH2:24][CH2:25][C:26]3[CH:27]=[C:28]([S:32]([NH2:35])(=[O:34])=[O:33])[CH:29]=[CH:30][CH:31]=3)=[CH:11][C:5]=2[CH2:4][O:3]1, predict the reaction product. The product is: [CH3:1][C:2]1([CH3:37])[O:7][C:6]2[CH:8]=[CH:9][C:10]([C@H:12]([OH:36])[CH2:13][NH:14][CH2:15][CH2:16][CH2:17][CH2:18][CH2:19][CH2:20][O:21][CH2:22][CH2:23][CH2:24][CH2:25][C:26]3[CH:27]=[C:28]([S:32]([NH2:35])(=[O:34])=[O:33])[CH:29]=[CH:30][CH:31]=3)=[CH:11][C:5]=2[CH2:4][O:3]1. (3) The product is: [C:4]([O-:8])(=[O:3])[CH3:5].[NH4+:7].[OH:11][C:9]1[CH:10]=[C:5]([CH:6]=[CH:13][CH:12]=1)[CH:4]=[O:8]. Given the reactants C([O:3][C:4](=[O:8])[CH2:5][C:6]#[N:7])C.[C:9]([C:12]1C=CN=C[CH:13]=1)(=[O:11])[CH3:10], predict the reaction product. (4) Given the reactants Cl[CH2:2][C:3]([NH:5][C:6]1[C:7]([C:11]([O:13][CH3:14])=[O:12])=[CH:8][S:9][CH:10]=1)=[O:4].C(=O)([O-])[O-].[K+].[K+].[Cl:21][C:22]1[CH:23]=[C:24]([OH:29])[CH:25]=[CH:26][C:27]=1[Cl:28].O, predict the reaction product. The product is: [CH3:14][O:13][C:11]([C:7]1[C:6]([NH:5][C:3](=[O:4])[CH2:2][O:29][C:24]2[CH:25]=[CH:26][C:27]([Cl:28])=[C:22]([Cl:21])[CH:23]=2)=[CH:10][S:9][CH:8]=1)=[O:12]. (5) The product is: [CH3:1][C:2]1[CH:6]=[C:5]([O:7][CH2:8][C:9]2[N:13]([C:14]3[CH:15]=[CH:16][CH:17]=[CH:18][CH:19]=3)[N:12]=[C:11]([CH3:20])[CH:10]=2)[N:4]([CH2:21][CH2:22][NH2:23])[N:3]=1. Given the reactants [CH3:1][C:2]1[CH:6]=[C:5]([O:7][CH2:8][C:9]2[N:13]([C:14]3[CH:19]=[CH:18][CH:17]=[CH:16][CH:15]=3)[N:12]=[C:11]([CH3:20])[CH:10]=2)[N:4]([CH2:21][CH2:22][N:23]2C(=O)C3C(=CC=CC=3)C2=O)[N:3]=1, predict the reaction product. (6) Given the reactants [F:1][C:2]([F:7])([F:6])[C:3]([OH:5])=[O:4].C(OC([N:15]1[CH2:20][CH2:19][N:18]([CH3:21])[C:17](=[O:22])[CH2:16]1)=O)(C)(C)C, predict the reaction product. The product is: [F:1][C:2]([F:7])([F:6])[C:3]([OH:5])=[O:4].[CH3:21][N:18]1[CH2:19][CH2:20][NH:15][CH2:16][C:17]1=[O:22]. (7) Given the reactants S[C:2]1[N:9]=[C:8]([CH3:10])[CH:7]=[CH:6][C:3]=1C#N.SC1N=C(C)C=C(C)C=1C#[N:15].O[S:23]([OH:26])(=O)=O, predict the reaction product. The product is: [S:23]1(=[O:26])[C:7]2[CH:6]=[CH:3][CH:2]=[N:9][C:8]=2[CH:10]=[N:15]1. (8) Given the reactants [CH2:1]([O:3][C:4](=[O:17])[CH:5]([N:7]1[C:15]2[C:10](=[CH:11][CH:12]=[C:13]([OH:16])[CH:14]=2)[CH:9]=[CH:8]1)[CH3:6])[CH3:2].[F:18][C:19]([F:38])([F:37])[O:20][C:21]1[CH:26]=[CH:25][C:24]([C:27]#[C:28][CH2:29][CH2:30][CH2:31]OS(C)(=O)=O)=[CH:23][CH:22]=1.C(=O)([O-])[O-].[Cs+].[Cs+].[I-].[K+], predict the reaction product. The product is: [CH2:1]([O:3][C:4](=[O:17])[CH:5]([N:7]1[C:15]2[C:10](=[CH:11][CH:12]=[C:13]([O:16][CH2:31][CH2:30][CH2:29][C:28]#[C:27][C:24]3[CH:25]=[CH:26][C:21]([O:20][C:19]([F:18])([F:37])[F:38])=[CH:22][CH:23]=3)[CH:14]=2)[CH:9]=[CH:8]1)[CH3:6])[CH3:2].